Predict the reaction yield, written as a fraction of the theoretical maximum amount of product (1.0 means a 100% yield; for example, 0.34 means a 34% yield). From a dataset of Reaction yield outcomes from USPTO patents with 853,638 reactions. (1) The reactants are [Br-].[C:2]1([CH2:8][N+:9]2[CH:14]=[CH:13][CH:12]=[C:11]([OH:15])[C:10]=2[C:16]2[CH:21]=[CH:20][CH:19]=[CH:18][CH:17]=2)[CH:7]=[CH:6][CH:5]=[CH:4][CH:3]=1.[C:22]1([S:28]([CH:31]=[CH2:32])(=[O:30])=[O:29])[CH:27]=[CH:26][CH:25]=[CH:24][CH:23]=1. The catalyst is CO.C1(C=CC(O)=CC=1)O. The product is [C:22]1([S:28]([CH:31]2[CH2:32][C:10]3([C:16]4[CH:21]=[CH:20][CH:19]=[CH:18][CH:17]=4)[N:9]([CH2:8][C:2]4[CH:3]=[CH:4][CH:5]=[CH:6][CH:7]=4)[CH:14]2[CH:13]=[CH:12][C:11]3=[O:15])(=[O:30])=[O:29])[CH:27]=[CH:26][CH:25]=[CH:24][CH:23]=1. The yield is 0.640. (2) The reactants are [H-].[Na+].[CH2:3]([O:10][C:11]1[CH:20]=[C:14]2[C:15](=[O:19])[NH:16][CH2:17][CH2:18][N:13]2[N:12]=1)[C:4]1[CH:9]=[CH:8][CH:7]=[CH:6][CH:5]=1.[Cl:21][C:22]1[C:23]([O:30][CH3:31])=[C:24]([CH:27]=[CH:28][CH:29]=1)[CH2:25]Br.[NH4+].[Cl-]. The catalyst is CN(C=O)C. The product is [CH2:3]([O:10][C:11]1[CH:20]=[C:14]2[C:15](=[O:19])[N:16]([CH2:25][C:24]3[CH:27]=[CH:28][CH:29]=[C:22]([Cl:21])[C:23]=3[O:30][CH3:31])[CH2:17][CH2:18][N:13]2[N:12]=1)[C:4]1[CH:5]=[CH:6][CH:7]=[CH:8][CH:9]=1. The yield is 0.293.